From a dataset of Forward reaction prediction with 1.9M reactions from USPTO patents (1976-2016). Predict the product of the given reaction. (1) Given the reactants [N:1]1[N:12]2[C:4]([N:5]=[C:6]3[C:10](=[C:11]2[C:13]2[CH:14]=[CH:15][C:16]4[O:20][C:19]([CH2:21][CH2:22]OS(C)(=O)=O)=[CH:18][C:17]=4[CH:28]=2)[CH2:9][CH2:8][CH2:7]3)=[CH:3][CH:2]=1.[CH3:29][CH:30]1[CH2:34][CH2:33][CH2:32][NH:31]1.C(=O)([O-])[O-].[K+].[K+], predict the reaction product. The product is: [CH3:29][CH:30]1[CH2:34][CH2:33][CH2:32][N:31]1[CH2:22][CH2:21][C:19]1[O:20][C:16]2[CH:15]=[CH:14][C:13]([C:11]3[N:12]4[C:4](=[CH:3][CH:2]=[N:1]4)[N:5]=[C:6]4[C:10]=3[CH2:9][CH2:8][CH2:7]4)=[CH:28][C:17]=2[CH:18]=1. (2) Given the reactants [H-].[Na+].[C:3]([O:9][CH2:10][CH3:11])(=[O:8])[CH2:4][C:5]([CH3:7])=[O:6].C([Li])CCC.[F:17][C:18]1[CH:23]=[CH:22][C:21]([C:24]2[N:25]=[C:26]([CH:46]([CH3:48])[CH3:47])[N:27](/[CH:42]=[CH:43]/[CH:44]=[O:45])[C:28]=2[C:29]2[CH:34]=[CH:33][N:32]=[C:31]([NH:35][C:36]3[CH:41]=[CH:40][CH:39]=[CH:38][CH:37]=3)[N:30]=2)=[CH:20][CH:19]=1, predict the reaction product. The product is: [F:17][C:18]1[CH:23]=[CH:22][C:21]([C:24]2[N:25]=[C:26]([CH:46]([CH3:48])[CH3:47])[N:27]([CH:42]=[CH:43][CH:44]([OH:45])[CH2:7][C:5](=[O:6])[CH2:4][C:3]([O:9][CH2:10][CH3:11])=[O:8])[C:28]=2[C:29]2[CH:34]=[CH:33][N:32]=[C:31]([NH:35][C:36]3[CH:41]=[CH:40][CH:39]=[CH:38][CH:37]=3)[N:30]=2)=[CH:20][CH:19]=1. (3) The product is: [CH2:10]([Sn:5]([CH2:1][CH2:2][CH2:3][CH3:4])([CH2:6][CH2:7][CH2:8][CH3:9])[C:23]1[N:28]=[C:27]([N:29]2[CH2:34][CH2:33][CH2:32][CH:31]([NH:35][C:36](=[O:42])[O:37][C:38]([CH3:40])([CH3:39])[CH3:41])[CH2:30]2)[CH:26]=[N:25][CH:24]=1)[CH2:11][CH2:12][CH3:13]. Given the reactants [CH2:1]([SnH:5]([CH2:10][CH2:11][CH2:12][CH3:13])[CH2:6][CH2:7][CH2:8][CH3:9])[CH2:2][CH2:3][CH3:4].[Li+].CC([N-]C(C)C)C.Cl[C:23]1[N:28]=[C:27]([N:29]2[CH2:34][CH2:33][CH2:32][CH:31]([NH:35][C:36](=[O:42])[O:37][C:38]([CH3:41])([CH3:40])[CH3:39])[CH2:30]2)[CH:26]=[N:25][CH:24]=1, predict the reaction product. (4) Given the reactants O/[N:2]=[C:3](/[N:10]1[CH2:15][CH2:14][N:13]([C:16]2[N:21]=[CH:20][C:19]([O:22][CH2:23][C:24]3[CH:29]=[CH:28][C:27]([S:30]([CH3:33])(=[O:32])=[O:31])=[CH:26][CH:25]=3)=[CH:18][N:17]=2)[CH2:12][CH2:11]1)\[NH:4][C:5](=[O:9])[CH:6]([CH3:8])[CH3:7], predict the reaction product. The product is: [CH:6]([C:5]1[O:9][N:2]=[C:3]([N:10]2[CH2:11][CH2:12][N:13]([C:16]3[N:21]=[CH:20][C:19]([O:22][CH2:23][C:24]4[CH:25]=[CH:26][C:27]([S:30]([CH3:33])(=[O:32])=[O:31])=[CH:28][CH:29]=4)=[CH:18][N:17]=3)[CH2:14][CH2:15]2)[N:4]=1)([CH3:8])[CH3:7]. (5) Given the reactants [CH2:1]([O:3][C:4]([C:6]1[C:7]([CH3:26])=[C:8]([C:19]([O:21][C:22]([CH3:25])([CH3:24])[CH3:23])=[O:20])[NH:9][C:10]=1[CH2:11][CH2:12][CH2:13]OS(C)(=O)=O)=[O:5])[CH3:2].[CH2:27]([N:29]([CH2:33][CH3:34])[CH2:30][CH2:31][NH2:32])[CH3:28].C(OCC)(=O)C, predict the reaction product. The product is: [CH2:1]([O:3][C:4]([C:6]1[C:7]([CH3:26])=[C:8]([C:19]([O:21][C:22]([CH3:25])([CH3:24])[CH3:23])=[O:20])[NH:9][C:10]=1[CH2:11][CH2:12][CH2:13][NH:32][CH2:31][CH2:30][N:29]([CH2:33][CH3:34])[CH2:27][CH3:28])=[O:5])[CH3:2]. (6) The product is: [Cl:1][C:2]1[N:3]=[C:4]([NH:31][C:28]2[CH:29]=[CH:30][C:25]([O:24][CH3:23])=[CH:26][CH:27]=2)[C:5]2[C:10]([I:11])=[CH:9][N:8]([S:12]([C:15]3[CH:21]=[CH:20][C:18]([CH3:19])=[CH:17][CH:16]=3)(=[O:14])=[O:13])[C:6]=2[N:7]=1. Given the reactants [Cl:1][C:2]1[N:3]=[C:4](Cl)[C:5]2[C:10]([I:11])=[CH:9][N:8]([S:12]([C:15]3[CH:21]=[CH:20][C:18]([CH3:19])=[CH:17][CH:16]=3)(=[O:14])=[O:13])[C:6]=2[N:7]=1.[CH3:23][O:24][C:25]1[CH:30]=[CH:29][C:28]([NH2:31])=[CH:27][CH:26]=1.CCN(C(C)C)C(C)C.O, predict the reaction product. (7) Given the reactants [Li+].CC([N-]C(C)C)C.[C:9]([O:17][CH2:18][CH3:19])(=[O:16])[CH2:10][C:11]([O:13][CH2:14][CH3:15])=[O:12].[CH2:20]([O:22][C:23]([C:25]1[C:26]([CH2:37]Br)=[C:27]2[C:32]([Cl:33])=[C:31]([C:34]#[N:35])[CH:30]=[N:29][N:28]2[CH:36]=1)=[O:24])[CH3:21], predict the reaction product. The product is: [CH2:18]([O:17][C:9](=[O:16])[CH:10]([CH2:37][C:26]1[C:25]([C:23]([O:22][CH2:20][CH3:21])=[O:24])=[CH:36][N:28]2[C:27]=1[C:32]([Cl:33])=[C:31]([C:34]#[N:35])[CH:30]=[N:29]2)[C:11]([O:13][CH2:14][CH3:15])=[O:12])[CH3:19]. (8) Given the reactants Cl.[CH2:2]([O:4][C:5]([CH:7]1[CH:12]2[CH2:13][CH:9]([CH2:10][CH2:11]2)[NH:8]1)=[O:6])[CH3:3].C(=O)(O)[O-].[Na+], predict the reaction product. The product is: [CH2:2]([O:4][C:5]([CH:7]1[CH:12]2[CH2:13][CH:9]([CH2:10][CH2:11]2)[NH:8]1)=[O:6])[CH3:3].